From a dataset of Forward reaction prediction with 1.9M reactions from USPTO patents (1976-2016). Predict the product of the given reaction. (1) Given the reactants Cl[C:2]1[CH:31]=[CH:30][C:5]([C:6]([NH:8][C:9]2[CH:14]=[CH:13][C:12]([O:15][C:16]([F:19])([F:18])[F:17])=[C:11]([NH:20][C:21](=[O:29])[CH2:22][N:23]3[CH2:28][CH2:27][O:26][CH2:25][CH2:24]3)[CH:10]=2)=[O:7])=[CH:4][N:3]=1.[C:32]1(B(O)O)[CH:37]=[CH:36][CH:35]=[CH:34][CH:33]=1.C(=O)([O-])[O-].[K+].[K+], predict the reaction product. The product is: [N:23]1([CH2:22][C:21]([NH:20][C:11]2[CH:10]=[C:9]([NH:8][C:6](=[O:7])[C:5]3[CH:30]=[CH:31][C:2]([C:32]4[CH:37]=[CH:36][CH:35]=[CH:34][CH:33]=4)=[N:3][CH:4]=3)[CH:14]=[CH:13][C:12]=2[O:15][C:16]([F:19])([F:18])[F:17])=[O:29])[CH2:28][CH2:27][O:26][CH2:25][CH2:24]1. (2) Given the reactants C(=O)([O-])[O-].[K+].[K+].F[C:8]1[CH:13]=[CH:12][C:11]([F:14])=[CH:10][C:9]=1[N+:15]([O-:17])=[O:16].Cl.[CH3:19][NH2:20], predict the reaction product. The product is: [CH3:19][NH:20][C:8]1[CH:13]=[CH:12][C:11]([F:14])=[CH:10][C:9]=1[N+:15]([O-:17])=[O:16]. (3) Given the reactants [Cl:1][C:2]1[CH:9]=[CH:8][C:5]([CH:6]=[O:7])=[C:4]([N:10]2[CH:14]=[CH:13][C:12]([CH3:15])=[N:11]2)[CH:3]=1.[BH4-].[Na+], predict the reaction product. The product is: [Cl:1][C:2]1[CH:9]=[CH:8][C:5]([CH2:6][OH:7])=[C:4]([N:10]2[CH:14]=[CH:13][C:12]([CH3:15])=[N:11]2)[CH:3]=1.